Dataset: Forward reaction prediction with 1.9M reactions from USPTO patents (1976-2016). Task: Predict the product of the given reaction. (1) Given the reactants [Cl:1][C:2]1[CH:22]=[CH:21][CH:20]=[CH:19][C:3]=1[C:4]([NH:6][CH:7]1[C:15]2[C:10](=[CH:11][CH:12]=[C:13]([C:16]([OH:18])=O)[CH:14]=2)[CH2:9][CH2:8]1)=[O:5].CN(C(ON1N=NC2C=CC=NC1=2)=[N+](C)C)C.F[P-](F)(F)(F)(F)F.[F:47][C:48]([F:62])([F:61])[C:49]([N:51]1[CH2:60][CH2:59][C:54]2([CH2:58][NH:57][CH2:56][CH2:55]2)[CH2:53][CH2:52]1)=[O:50], predict the reaction product. The product is: [Cl:1][C:2]1[CH:22]=[CH:21][CH:20]=[CH:19][C:3]=1[C:4]([NH:6][CH:7]1[C:15]2[C:10](=[CH:11][CH:12]=[C:13]([C:16]([N:57]3[CH2:56][CH2:55][C:54]4([CH2:53][CH2:52][N:51]([C:49](=[O:50])[C:48]([F:61])([F:62])[F:47])[CH2:60][CH2:59]4)[CH2:58]3)=[O:18])[CH:14]=2)[CH2:9][CH2:8]1)=[O:5]. (2) Given the reactants [CH3:1][O:2][C:3]1[CH:9]=[CH:8][C:7]([C:10]2[O:14][CH:13]=[N:12][CH:11]=2)=[CH:6][C:4]=1[NH2:5].[Cl:15][C:16]1[S:20][CH:19]=[C:18]([CH:21]=O)[CH:17]=1, predict the reaction product. The product is: [Cl:15][C:16]1[S:20][CH:19]=[C:18]([CH2:21][NH:5][C:4]2[CH:6]=[C:7]([C:10]3[O:14][CH:13]=[N:12][CH:11]=3)[CH:8]=[CH:9][C:3]=2[O:2][CH3:1])[CH:17]=1. (3) Given the reactants [C:1]1([CH2:17][O:18][CH2:19][CH2:20][CH2:21][CH2:22][CH2:23][N:24]2C(=O)C3C(=CC=CC=3)C2=O)[C:14]2[C:15]3=[C:16]4[C:11](=[CH:12][CH:13]=2)[CH:10]=[CH:9][CH:8]=[C:7]4[CH:6]=[CH:5][C:4]3=[CH:3][CH:2]=1.O.NN.[OH-].[Na+], predict the reaction product. The product is: [C:1]1([CH2:17][O:18][CH2:19][CH2:20][CH2:21][CH2:22][CH2:23][NH2:24])[C:14]2[C:15]3=[C:16]4[C:11](=[CH:12][CH:13]=2)[CH:10]=[CH:9][CH:8]=[C:7]4[CH:6]=[CH:5][C:4]3=[CH:3][CH:2]=1. (4) Given the reactants Cl[C:2]1[CH:7]=[CH:6][C:5]([N+:8]([O-:10])=[O:9])=[CH:4][N:3]=1.F[C:12](F)(F)[C:13]([OH:15])=[O:14].CC1C(C)=CC2NC(C3[NH:27][N:28]=[C:29]4[C:34]=3[CH2:33][CH2:32][NH:31][CH2:30]4)=NC=2C=1.N1C=CC=[CH:40][CH:39]=1, predict the reaction product. The product is: [N+:8]([C:5]1[CH:6]=[CH:7][C:2]([N:31]2[CH2:32][CH2:33][C:34]3=[C:12]([C:13]([O:15][CH2:39][CH3:40])=[O:14])[NH:27][N:28]=[C:29]3[CH2:30]2)=[N:3][CH:4]=1)([O-:10])=[O:9]. (5) Given the reactants [C:1]1([CH:7]([C:9]2[CH:14]=[CH:13][C:12]([O:15][C:16]([F:19])([F:18])[F:17])=[CH:11][CH:10]=2)O)[CH:6]=[CH:5][CH:4]=[CH:3][CH:2]=1.C1(C(C2C=CC(OC(F)(F)F)=CC=2)=O)C=CC=CC=1.S(Cl)([Cl:41])=O, predict the reaction product. The product is: [F:17][C:16]([F:19])([F:18])[O:15][C:12]1[CH:13]=[CH:14][C:9]([CH:7]([Cl:41])[C:1]2[CH:6]=[CH:5][CH:4]=[CH:3][CH:2]=2)=[CH:10][CH:11]=1. (6) Given the reactants [Cl:1][C:2]1[CH:3]=[C:4]2[C:8](=[C:9]([N+:11]([O-])=O)[CH:10]=1)[NH:7][CH:6]=[C:5]2[C:14]1[CH:19]=[CH:18][CH:17]=[CH:16][CH:15]=1.[O:20]1[CH2:25][CH2:24][C:23](=O)[CH2:22][CH2:21]1, predict the reaction product. The product is: [O:20]1[CH2:25][CH2:24][CH:23]([NH:11][C:9]2[CH:10]=[C:2]([Cl:1])[CH:3]=[C:4]3[C:8]=2[NH:7][CH:6]=[C:5]3[C:14]2[CH:19]=[CH:18][CH:17]=[CH:16][CH:15]=2)[CH2:22][CH2:21]1.